This data is from Reaction yield outcomes from USPTO patents with 853,638 reactions. The task is: Predict the reaction yield, written as a fraction of the theoretical maximum amount of product (1.0 means a 100% yield; for example, 0.34 means a 34% yield). (1) The product is [Cl:34]([O-:38])(=[O:37])(=[O:36])=[O:35].[C:1]1([C:7]2[CH:8]=[CH:9][CH:10]=[C:11]([C:13]3[CH:18]=[CH:17][CH:16]=[CH:15][CH:14]=3)[S+:21]=2)[CH:6]=[CH:5][CH:4]=[CH:3][CH:2]=1. The yield is 0.240. The catalyst is C(O)(=O)C. The reactants are [C:1]1([C:7](=O)[CH2:8][CH2:9][CH2:10][C:11]([C:13]2[CH:18]=[CH:17][CH:16]=[CH:15][CH:14]=2)=O)[CH:6]=[CH:5][CH:4]=[CH:3][CH:2]=1.P12(SP3(SP(SP(S3)(S1)=S)(=S)S2)=S)=[S:21].[Cl:34]([O-:38])(=[O:37])(=[O:36])=[O:35].[Li+]. (2) The reactants are Br[C:2]1[CH:3]=[C:4]([C:7]2[N:12]([CH2:13][C:14]3[CH:19]=[CH:18][C:17]([F:20])=[CH:16][C:15]=3[F:21])[C:11](=[O:22])[C:10]([C:23]#[N:24])=[C:9]([C:25]([F:28])([F:27])[F:26])[CH:8]=2)[S:5][CH:6]=1.[CH3:29][O:30][C:31](=[O:48])[CH2:32][C:33]1[CH:38]=[CH:37][CH:36]=[C:35](B2OC(C)(C)C(C)(C)O2)[CH:34]=1.C(Cl)Cl.C([O-])([O-])=O.[K+].[K+]. The catalyst is COCCOC.O. The product is [CH3:29][O:30][C:31](=[O:48])[CH2:32][C:33]1[CH:34]=[CH:35][CH:36]=[C:37]([C:2]2[CH:3]=[C:4]([C:7]3[N:12]([CH2:13][C:14]4[CH:19]=[CH:18][C:17]([F:20])=[CH:16][C:15]=4[F:21])[C:11](=[O:22])[C:10]([C:23]#[N:24])=[C:9]([C:25]([F:27])([F:26])[F:28])[CH:8]=3)[S:5][CH:6]=2)[CH:38]=1. The yield is 0.520.